Dataset: Forward reaction prediction with 1.9M reactions from USPTO patents (1976-2016). Task: Predict the product of the given reaction. (1) Given the reactants [CH:1]([C@@H:4]1[NH:19][C:18](=[O:20])[C@H:17]([NH:21]C(=O)OCC2C3C=CC=CC=3C3C2=CC=CC=3)[CH2:16][C:15]2=[CH:39][CH:40]=[C:12]([CH:13]=[CH:14]2)[O:11][CH2:10][CH:9]=[CH:8][CH2:7][O:6][CH2:5]1)([CH3:3])[CH3:2], predict the reaction product. The product is: [NH2:21][C@@H:17]1[CH2:16][C:15]2=[CH:14][CH:13]=[C:12]([CH:40]=[CH:39]2)[O:11][CH2:10][CH2:9][CH2:8][CH2:7][O:6][CH2:5][C@H:4]([CH:1]([CH3:2])[CH3:3])[NH:19][C:18]1=[O:20]. (2) Given the reactants [CH3:1][C:2]1([CH2:7][CH2:8][CH2:9][CH2:10][N:11]2[CH:15]=[CH:14][C:13]([NH2:16])=[N:12]2)[O:6]CCO1.[CH3:17][C:18]1[O:19][C:20]([C:26]2[CH:27]=[C:28]([CH3:32])[CH:29]=[CH:30][CH:31]=2)=[C:21]([C:23](O)=[O:24])[N:22]=1, predict the reaction product. The product is: [O:6]=[C:2]([CH3:1])[CH2:7][CH2:8][CH2:9][CH2:10][N:11]1[CH:15]=[CH:14][C:13]([NH:16][C:23]([C:21]2[N:22]=[C:18]([CH3:17])[O:19][C:20]=2[C:26]2[CH:27]=[C:28]([CH3:32])[CH:29]=[CH:30][CH:31]=2)=[O:24])=[N:12]1. (3) The product is: [Cl:29][C:23]1[CH:24]=[N:25][CH:26]=[C:27]([Cl:28])[C:22]=1[NH:21][C:15]1[C:14]2[C:19](=[C:10]([O:9][CH2:8][CH2:7][CH2:6][CH2:5][N:2]([CH3:3])[CH3:1])[C:11]([O:30][CH3:31])=[CH:12][CH:13]=2)[NH:18][C:17](=[O:20])[CH:16]=1. Given the reactants [CH3:1][NH:2][CH3:3].Br[CH2:5][CH2:6][CH2:7][CH2:8][O:9][C:10]1[C:11]([O:30][CH3:31])=[CH:12][CH:13]=[C:14]2[C:19]=1[NH:18][C:17](=[O:20])[CH:16]=[C:15]2[NH:21][C:22]1[C:27]([Cl:28])=[CH:26][N:25]=[CH:24][C:23]=1[Cl:29].C([O-])([O-])=O.[K+].[K+], predict the reaction product. (4) Given the reactants Br[C:2]1[CH:3]=[C:4]([CH:9]([CH3:26])[C:10]([NH:12][C:13]2[CH:18]=[CH:17][C:16]([C:19]3[CH:24]=[CH:23][N:22]=[C:21]([CH3:25])[CH:20]=3)=[CH:15][CH:14]=2)=[O:11])[CH:5]=[C:6]([CH3:8])[CH:7]=1.CC(C)([O-])C.[Na+].C1(P(C2CCCCC2)C2C=CC=CC=2C2C(OC)=CC=CC=2OC)CCCCC1.[N:62]1[CH:67]=[CH:66][CH:65]=[CH:64][C:63]=1[N:68]1[CH2:73][CH2:72][NH:71][CH2:70][CH2:69]1, predict the reaction product. The product is: [CH3:8][C:6]1[CH:5]=[C:4]([CH:9]([CH3:26])[C:10]([NH:12][C:13]2[CH:18]=[CH:17][C:16]([C:19]3[CH:24]=[CH:23][N:22]=[C:21]([CH3:25])[CH:20]=3)=[CH:15][CH:14]=2)=[O:11])[CH:3]=[C:2]([N:71]2[CH2:70][CH2:69][N:68]([C:63]3[CH:64]=[CH:65][CH:66]=[CH:67][N:62]=3)[CH2:73][CH2:72]2)[CH:7]=1. (5) Given the reactants [C:1]12([CH2:11][NH:12][C:13]([C:15]3[C:20]([Cl:21])=[CH:19][N:18]=[C:17]([CH2:22][CH2:23][CH2:24][N:25]([CH2:33][CH2:34][CH2:35][O:36]C4CCCCO4)C(=O)OC(C)(C)C)[CH:16]=3)=[O:14])[CH2:10][CH:5]3[CH2:6][CH:7]([CH2:9][CH:3]([CH2:4]3)[CH2:2]1)[CH2:8]2, predict the reaction product. The product is: [ClH:21].[ClH:21].[C:1]12([CH2:11][NH:12][C:13](=[O:14])[C:15]3[C:20]([Cl:21])=[CH:19][N:18]=[C:17]([CH2:22][CH2:23][CH2:24][NH:25][CH2:33][CH2:34][CH2:35][OH:36])[CH:16]=3)[CH2:8][CH:7]3[CH2:9][CH:3]([CH2:4][CH:5]([CH2:6]3)[CH2:10]1)[CH2:2]2.